Dataset: Peptide-MHC class I binding affinity with 185,985 pairs from IEDB/IMGT. Task: Regression. Given a peptide amino acid sequence and an MHC pseudo amino acid sequence, predict their binding affinity value. This is MHC class I binding data. (1) The peptide sequence is IQPGRGFVLY. The MHC is HLA-B15:01 with pseudo-sequence HLA-B15:01. The binding affinity (normalized) is 1.00. (2) The peptide sequence is KTTARHLGH. The MHC is HLA-A02:11 with pseudo-sequence HLA-A02:11. The binding affinity (normalized) is 0.0847. (3) The peptide sequence is TIIFVLISI. The MHC is HLA-A02:01 with pseudo-sequence HLA-A02:01. The binding affinity (normalized) is 0.346.